This data is from Peptide-MHC class I binding affinity with 185,985 pairs from IEDB/IMGT. The task is: Regression. Given a peptide amino acid sequence and an MHC pseudo amino acid sequence, predict their binding affinity value. This is MHC class I binding data. (1) The peptide sequence is YIYIVNMFY. The MHC is HLA-B08:02 with pseudo-sequence HLA-B08:02. The binding affinity (normalized) is 0.0847. (2) The peptide sequence is CFLVKLKHR. The MHC is HLA-A31:01 with pseudo-sequence HLA-A31:01. The binding affinity (normalized) is 0.692. (3) The peptide sequence is QYLFSLTYV. The MHC is HLA-B15:17 with pseudo-sequence HLA-B15:17. The binding affinity (normalized) is 0.0847. (4) The peptide sequence is STVLFGLSY. The binding affinity (normalized) is 0.125. The MHC is HLA-A31:01 with pseudo-sequence HLA-A31:01. (5) The peptide sequence is NPQGERRAF. The MHC is HLA-A24:03 with pseudo-sequence HLA-A24:03. The binding affinity (normalized) is 0.213. (6) The peptide sequence is GWPDNYCEW. The MHC is HLA-A26:03 with pseudo-sequence HLA-A26:03. The binding affinity (normalized) is 0.0847.